From a dataset of Forward reaction prediction with 1.9M reactions from USPTO patents (1976-2016). Predict the product of the given reaction. (1) Given the reactants [CH2:1]([Sn:5](=[O:10])[CH2:6][CH2:7][CH2:8][CH3:9])[CH2:2][CH2:3][CH3:4].[CH2:11](O)[CH2:12][OH:13], predict the reaction product. The product is: [CH2:1]([Sn:5]1([CH2:6][CH2:7][CH2:8][CH3:9])[O:13][CH2:12][CH2:11][O:10]1)[CH2:2][CH2:3][CH3:4]. (2) Given the reactants [CH3:1][C:2]1[NH:3][C:4]([CH:7]=[O:8])=[CH:5][N:6]=1.[C:9](=O)([O-])[O-].[K+].[K+].C1(C)C=CC(S(OC)(=O)=O)=CC=1.[OH-].[Na+], predict the reaction product. The product is: [CH3:9][N:3]1[C:4]([CH:7]=[O:8])=[CH:5][N:6]=[C:2]1[CH3:1]. (3) Given the reactants Br[C:2]1[C:10]2[C:5](=[CH:6][CH:7]=[CH:8][CH:9]=2)[NH:4][N:3]=1.[Li]CCCC.[Li]C(C)(C)C.[F:21][C:22]([F:42])([F:41])[C:23]([C:25]1[CH:26]=[C:27]2[C:31](=[CH:32][CH:33]=1)[N:30]([C:34]1[CH:39]=[CH:38][C:37]([F:40])=[CH:36][CH:35]=1)[N:29]=[CH:28]2)=[O:24], predict the reaction product. The product is: [F:42][C:22]([F:21])([F:41])[C:23]([C:25]1[CH:26]=[C:27]2[C:31](=[CH:32][CH:33]=1)[N:30]([C:34]1[CH:39]=[CH:38][C:37]([F:40])=[CH:36][CH:35]=1)[N:29]=[CH:28]2)([C:2]1[C:10]2[C:5](=[CH:6][CH:7]=[CH:8][CH:9]=2)[NH:4][N:3]=1)[OH:24]. (4) Given the reactants [NH:1]1[C:5]2=[CH:6][N:7]=[C:8]([C:10](OC)=[O:11])[CH:9]=[C:4]2[CH:3]=[N:2]1.[H-].[H-].[H-].[H-].[Li+].[Al+3], predict the reaction product. The product is: [NH:1]1[C:5]2=[CH:6][N:7]=[C:8]([CH2:10][OH:11])[CH:9]=[C:4]2[CH:3]=[N:2]1. (5) Given the reactants C1(P(=O)(C2C=CC=CC=2)C2C=CC=CC=2)C=CC=CC=1.FC(F)(F)S(OS(C(F)(F)F)(=O)=O)(=O)=O.[CH3:36][O:37][CH2:38][C@H:39]([CH3:88])[O:40][C:41]1[CH:42]=[C:43]([C:58]2[NH:62][C:61]([C:63]([NH:65][CH2:66][CH2:67][S:68]C(C3C=CC=CC=3)(C3C=CC=CC=3)C3C=CC=CC=3)=O)=[CH:60][CH:59]=2)[CH:44]=[C:45]([O:47][C:48]2[CH:53]=[CH:52][C:51]([S:54]([CH3:57])(=[O:56])=[O:55])=[CH:50][CH:49]=2)[CH:46]=1, predict the reaction product. The product is: [CH3:36][O:37][CH2:38][C@H:39]([CH3:88])[O:40][C:41]1[CH:42]=[C:43]([C:58]2[NH:62][C:61]([C:63]3[S:68][CH2:67][CH2:66][N:65]=3)=[CH:60][CH:59]=2)[CH:44]=[C:45]([O:47][C:48]2[CH:53]=[CH:52][C:51]([S:54]([CH3:57])(=[O:56])=[O:55])=[CH:50][CH:49]=2)[CH:46]=1. (6) Given the reactants [Cl:1][C:2]1[CH:11]=[C:10]2[C:5]([CH2:6][CH2:7][NH:8][C:9]2=[O:12])=[CH:4][C:3]=1[O:13][CH3:14].[CH:15]1([C:18]2[CH:23]=[CH:22][N:21]=[CH:20][C:19]=2I)[CH2:17][CH2:16]1.P([O-])([O-])([O-])=O.[K+].[K+].[K+], predict the reaction product. The product is: [Cl:1][C:2]1[CH:11]=[C:10]2[C:5]([CH2:6][CH2:7][N:8]([C:19]3[CH:20]=[N:21][CH:22]=[CH:23][C:18]=3[CH:15]3[CH2:17][CH2:16]3)[C:9]2=[O:12])=[CH:4][C:3]=1[O:13][CH3:14]. (7) Given the reactants Cl.[CH2:2]1[C:6]2([CH2:11][CH2:10][N:9](C(OC(C)(C)C)=O)[CH2:8][CH2:7]2)[CH2:5][CH2:4][NH:3]1.[CH3:19][C:20](OC(C)=O)=[O:21].C(O)(C(F)(F)F)=O, predict the reaction product. The product is: [CH2:2]1[C:6]2([CH2:7][CH2:8][NH:9][CH2:10][CH2:11]2)[CH2:5][CH2:4][N:3]1[C:20](=[O:21])[CH3:19]. (8) Given the reactants ClC1C(Cl)=CC=CC=1N1CCCN([CH2:16][CH2:17][CH2:18][O:19][C:20]2[CH:29]=[C:28]3[C:23]([CH:24]=[CH:25][C:26](=[O:30])[NH:27]3)=[CH:22][CH:21]=2)CC1.[Na+].[I-].[O:33]1[CH2:38][CH2:37][O:36][C:35]2[C:39]([N:43]3[CH2:48][CH2:47][NH:46][CH2:45][CH2:44]3)=[CH:40][CH:41]=[CH:42][C:34]1=2.[C:49]([O-])([O-])=O.[K+].[K+], predict the reaction product. The product is: [O:33]1[CH2:38][CH2:37][O:36][C:35]2[C:39]([N:43]3[CH2:44][CH2:45][N:46]([CH2:49][CH2:16][CH2:17][CH2:18][O:19][C:20]4[CH:29]=[C:28]5[C:23]([CH:24]=[CH:25][C:26](=[O:30])[NH:27]5)=[CH:22][CH:21]=4)[CH2:47][CH2:48]3)=[CH:40][CH:41]=[CH:42][C:34]1=2. (9) Given the reactants C1(C)C=CC(S([O:10][CH2:11][C@H:12]2[CH2:15][C@@H:14]([C:16]3[N:20]4[CH:21]=[CH:22][N:23]=[C:24]([Cl:25])[C:19]4=[CH:18][N:17]=3)[CH2:13]2)(=O)=O)=CC=1.C1(C)C=CC(S(OC[C@H]2C[C@H](C3N4C=CN=C(Cl)C4=CN=3)C2)(=O)=O)=CC=1.[C:53]([Si:57](Cl)([CH3:59])[CH3:58])([CH3:56])([CH3:55])[CH3:54], predict the reaction product. The product is: [Si:57]([O:10][CH2:11][C@@H:12]1[CH2:13][C@H:14]([C:16]2[N:20]3[CH:21]=[CH:22][N:23]=[C:24]([Cl:25])[C:19]3=[CH:18][N:17]=2)[CH2:15]1)([C:53]([CH3:56])([CH3:55])[CH3:54])([CH3:59])[CH3:58].